Dataset: Catalyst prediction with 721,799 reactions and 888 catalyst types from USPTO. Task: Predict which catalyst facilitates the given reaction. Reactant: [C:1]([C:3]1[CH:8]=[CH:7][C:6]([C:9]2[CH:14]=[CH:13][C:12]([C:15]([O:17]C(C)(C)C)=[O:16])=[CH:11][C:10]=2[CH3:22])=[CH:5][CH:4]=1)#[N:2].C(O)(C(F)(F)F)=O. Product: [C:1]([C:3]1[CH:8]=[CH:7][C:6]([C:9]2[CH:14]=[CH:13][C:12]([C:15]([OH:17])=[O:16])=[CH:11][C:10]=2[CH3:22])=[CH:5][CH:4]=1)#[N:2]. The catalyst class is: 2.